From a dataset of Reaction yield outcomes from USPTO patents with 853,638 reactions. Predict the reaction yield, written as a fraction of the theoretical maximum amount of product (1.0 means a 100% yield; for example, 0.34 means a 34% yield). The reactants are [OH:1][CH2:2][C@@H:3]1[CH2:19][N:7]2[CH2:8][CH2:9][N:10]([C:12]3[N:17]=[CH:16][C:15]([F:18])=[CH:14][N:13]=3)[CH2:11][C@@H:6]2[CH2:5][CH2:4]1.[F:20][C:21]1[CH:26]=[CH:25][C:24](O)=[CH:23][CH:22]=1.C1(P(C2C=CC=CC=2)C2C=CC=CC=2)C=CC=CC=1.N(C(OCC)=O)=NC(OCC)=O.Cl. The catalyst is C1COCC1.C(OCC)(=O)C.C(OCC)C. The product is [F:20][C:21]1[CH:26]=[CH:25][C:24]([O:1][CH2:2][C@@H:3]2[CH2:19][N:7]3[CH2:8][CH2:9][N:10]([C:12]4[N:13]=[CH:14][C:15]([F:18])=[CH:16][N:17]=4)[CH2:11][C@@H:6]3[CH2:5][CH2:4]2)=[CH:23][CH:22]=1. The yield is 0.440.